This data is from Catalyst prediction with 721,799 reactions and 888 catalyst types from USPTO. The task is: Predict which catalyst facilitates the given reaction. (1) Reactant: [C:1]([O:5][C:6]([N:8]1[CH2:13][CH2:12][C:11]2([CH2:18][CH2:17][CH:16]([NH:19]CC3C=CC=CC=3)[CH2:15][CH2:14]2)[CH2:10][CH2:9]1)=[O:7])([CH3:4])([CH3:3])[CH3:2]. Product: [C:1]([O:5][C:6]([N:8]1[CH2:13][CH2:12][C:11]2([CH2:14][CH2:15][CH:16]([NH2:19])[CH2:17][CH2:18]2)[CH2:10][CH2:9]1)=[O:7])([CH3:4])([CH3:2])[CH3:3]. The catalyst class is: 105. (2) Reactant: C(OC(=O)[NH:7][N:8]1[CH:12]=[C:11]([C:13]2[CH:18]=[CH:17][CH:16]=[CH:15][C:14]=2[F:19])[N:10]=[C:9]1[CH3:20])(C)(C)C.FC(F)(F)C(O)=O.[OH-].[Na+]. Product: [F:19][C:14]1[CH:15]=[CH:16][CH:17]=[CH:18][C:13]=1[C:11]1[N:10]=[C:9]([CH3:20])[N:8]([NH2:7])[CH:12]=1. The catalyst class is: 4. (3) Reactant: [CH3:1][O:2][C:3](=[O:24])[CH:4]([C:11]1[CH:23]=[CH:22][C:14]([C:15]([O:17]C(C)(C)C)=[O:16])=[CH:13][CH:12]=1)[CH2:5][NH:6][C:7]([NH:9][CH3:10])=[O:8].FC(F)(F)C(O)=O. Product: [CH3:1][O:2][C:3](=[O:24])[CH:4]([C:11]1[CH:12]=[CH:13][C:14]([C:15]([OH:17])=[O:16])=[CH:22][CH:23]=1)[CH2:5][NH:6][C:7]([NH:9][CH3:10])=[O:8]. The catalyst class is: 2. (4) Reactant: [CH3:1][O:2][C:3]([C:5]1[C:14]([OH:15])=[CH:13][C:12]2[C:7](=[CH:8][CH:9]=[CH:10][CH:11]=2)[C:6]=1[OH:16])=[O:4].C(N(CC)CC)C.[CH3:24][O:25][CH2:26]Cl.O. Product: [OH:15][C:14]1[C:5]([C:3]([O:2][CH3:1])=[O:4])=[C:6]([O:16][CH2:24][O:25][CH3:26])[C:7]2[C:12]([CH:13]=1)=[CH:11][CH:10]=[CH:9][CH:8]=2. The catalyst class is: 3.